From a dataset of Reaction yield outcomes from USPTO patents with 853,638 reactions. Predict the reaction yield, written as a fraction of the theoretical maximum amount of product (1.0 means a 100% yield; for example, 0.34 means a 34% yield). The reactants are C([Li])(CC)C.C1CCCCC1.CCCCCC.[CH2:18]([O:25][C:26]1[CH:27]=[C:28]([CH:36]=[CH:37][C:38]=1[O:39][CH3:40])[C:29]([N:31]([CH2:34][CH3:35])[CH2:32][CH3:33])=[O:30])[C:19]1[CH:24]=[CH:23][CH:22]=[CH:21][CH:20]=1.CN(C)CCN(C)C.CN([CH:52]=[O:53])C. The catalyst is C1COCC1. The product is [CH2:18]([O:25][C:26]1[C:27]([CH:52]=[O:53])=[C:28]([CH:36]=[CH:37][C:38]=1[O:39][CH3:40])[C:29]([N:31]([CH2:32][CH3:33])[CH2:34][CH3:35])=[O:30])[C:19]1[CH:20]=[CH:21][CH:22]=[CH:23][CH:24]=1. The yield is 0.274.